From a dataset of NCI-60 drug combinations with 297,098 pairs across 59 cell lines. Regression. Given two drug SMILES strings and cell line genomic features, predict the synergy score measuring deviation from expected non-interaction effect. (1) Drug 1: C1CC(=O)NC(=O)C1N2CC3=C(C2=O)C=CC=C3N. Drug 2: C1=NC2=C(N1)C(=S)N=C(N2)N. Cell line: M14. Synergy scores: CSS=25.0, Synergy_ZIP=-1.07, Synergy_Bliss=-2.13, Synergy_Loewe=-17.4, Synergy_HSA=-1.03. (2) Drug 1: CC1CC2CCC3C(=C)CC(O3)CCC45CC6C(O4)C7C(O6)C(O5)C8C(O7)CCC(O8)CC(=O)CC9C(CC(C1=C)O2)OC(C9OC)CC(CN)O.CS(=O)(=O)O. Drug 2: CC1C(C(CC(O1)OC2CC(CC3=C2C(=C4C(=C3O)C(=O)C5=CC=CC=C5C4=O)O)(C(=O)C)O)N)O. Cell line: HCT-15. Synergy scores: CSS=35.3, Synergy_ZIP=-0.686, Synergy_Bliss=-0.161, Synergy_Loewe=0.784, Synergy_HSA=1.60. (3) Drug 1: CC(C)CN1C=NC2=C1C3=CC=CC=C3N=C2N. Drug 2: N.N.Cl[Pt+2]Cl. Cell line: CCRF-CEM. Synergy scores: CSS=47.5, Synergy_ZIP=-0.701, Synergy_Bliss=-0.276, Synergy_Loewe=0.0806, Synergy_HSA=0.364. (4) Drug 1: CC(CN1CC(=O)NC(=O)C1)N2CC(=O)NC(=O)C2. Drug 2: CCN(CC)CCCC(C)NC1=C2C=C(C=CC2=NC3=C1C=CC(=C3)Cl)OC. Cell line: OVCAR-5. Synergy scores: CSS=55.1, Synergy_ZIP=3.58, Synergy_Bliss=8.95, Synergy_Loewe=6.62, Synergy_HSA=9.73. (5) Drug 1: CN1C(=O)N2C=NC(=C2N=N1)C(=O)N. Drug 2: CC1=C(C=C(C=C1)C(=O)NC2=CC(=CC(=C2)C(F)(F)F)N3C=C(N=C3)C)NC4=NC=CC(=N4)C5=CN=CC=C5. Cell line: EKVX. Synergy scores: CSS=-2.39, Synergy_ZIP=0.903, Synergy_Bliss=-0.286, Synergy_Loewe=-8.53, Synergy_HSA=-6.09. (6) Drug 1: CC1=CC2C(CCC3(C2CCC3(C(=O)C)OC(=O)C)C)C4(C1=CC(=O)CC4)C. Drug 2: CS(=O)(=O)CCNCC1=CC=C(O1)C2=CC3=C(C=C2)N=CN=C3NC4=CC(=C(C=C4)OCC5=CC(=CC=C5)F)Cl. Cell line: A549. Synergy scores: CSS=17.3, Synergy_ZIP=-3.58, Synergy_Bliss=2.26, Synergy_Loewe=-2.56, Synergy_HSA=4.44. (7) Drug 1: CC1C(C(=O)NC(C(=O)N2CCCC2C(=O)N(CC(=O)N(C(C(=O)O1)C(C)C)C)C)C(C)C)NC(=O)C3=C4C(=C(C=C3)C)OC5=C(C(=O)C(=C(C5=N4)C(=O)NC6C(OC(=O)C(N(C(=O)CN(C(=O)C7CCCN7C(=O)C(NC6=O)C(C)C)C)C)C(C)C)C)N)C. Drug 2: C1=CN(C(=O)N=C1N)C2C(C(C(O2)CO)O)O.Cl. Cell line: SK-OV-3. Synergy scores: CSS=17.5, Synergy_ZIP=-3.40, Synergy_Bliss=2.57, Synergy_Loewe=-4.75, Synergy_HSA=0.201. (8) Drug 1: CCCCCOC(=O)NC1=NC(=O)N(C=C1F)C2C(C(C(O2)C)O)O. Drug 2: C#CCC(CC1=CN=C2C(=N1)C(=NC(=N2)N)N)C3=CC=C(C=C3)C(=O)NC(CCC(=O)O)C(=O)O. Cell line: SF-295. Synergy scores: CSS=43.6, Synergy_ZIP=3.19, Synergy_Bliss=3.24, Synergy_Loewe=-15.7, Synergy_HSA=2.32.